Dataset: NCI-60 drug combinations with 297,098 pairs across 59 cell lines. Task: Regression. Given two drug SMILES strings and cell line genomic features, predict the synergy score measuring deviation from expected non-interaction effect. (1) Drug 1: COC1=NC(=NC2=C1N=CN2C3C(C(C(O3)CO)O)O)N. Drug 2: C#CCC(CC1=CN=C2C(=N1)C(=NC(=N2)N)N)C3=CC=C(C=C3)C(=O)NC(CCC(=O)O)C(=O)O. Cell line: KM12. Synergy scores: CSS=45.9, Synergy_ZIP=-8.23, Synergy_Bliss=-10.6, Synergy_Loewe=-3.85, Synergy_HSA=-1.45. (2) Drug 1: C1CC(C1)(C(=O)O)C(=O)O.[NH2-].[NH2-].[Pt+2]. Drug 2: CC(C)(C#N)C1=CC(=CC(=C1)CN2C=NC=N2)C(C)(C)C#N. Cell line: OVCAR-4. Synergy scores: CSS=2.02, Synergy_ZIP=-0.968, Synergy_Bliss=0.291, Synergy_Loewe=-0.691, Synergy_HSA=-0.490. (3) Drug 1: C1CN1P(=S)(N2CC2)N3CC3. Drug 2: CC1=C(C(CCC1)(C)C)C=CC(=CC=CC(=CC(=O)O)C)C. Cell line: HT29. Synergy scores: CSS=18.1, Synergy_ZIP=-6.47, Synergy_Bliss=-6.13, Synergy_Loewe=-1.90, Synergy_HSA=-0.0824. (4) Drug 1: C1=CC(=CC=C1CCCC(=O)O)N(CCCl)CCCl. Drug 2: CN1C2=C(C=C(C=C2)N(CCCl)CCCl)N=C1CCCC(=O)O.Cl. Cell line: SK-MEL-2. Synergy scores: CSS=5.91, Synergy_ZIP=-1.36, Synergy_Bliss=0.831, Synergy_Loewe=-3.10, Synergy_HSA=-1.08. (5) Drug 1: CC1OCC2C(O1)C(C(C(O2)OC3C4COC(=O)C4C(C5=CC6=C(C=C35)OCO6)C7=CC(=C(C(=C7)OC)O)OC)O)O. Drug 2: C1=C(C(=O)NC(=O)N1)N(CCCl)CCCl. Cell line: SNB-75. Synergy scores: CSS=28.7, Synergy_ZIP=8.28, Synergy_Bliss=11.1, Synergy_Loewe=10.3, Synergy_HSA=12.6. (6) Drug 1: C1C(C(OC1N2C=C(C(=O)NC2=O)F)CO)O. Drug 2: CC1=C(C(CCC1)(C)C)C=CC(=CC=CC(=CC(=O)O)C)C. Cell line: BT-549. Synergy scores: CSS=10.0, Synergy_ZIP=0.0298, Synergy_Bliss=0.816, Synergy_Loewe=-15.1, Synergy_HSA=-2.56. (7) Drug 1: CC12CCC(CC1=CCC3C2CCC4(C3CC=C4C5=CN=CC=C5)C)O. Drug 2: C1=NC2=C(N=C(N=C2N1C3C(C(C(O3)CO)O)O)F)N. Cell line: HS 578T. Synergy scores: CSS=2.66, Synergy_ZIP=5.55, Synergy_Bliss=1.09, Synergy_Loewe=-2.92, Synergy_HSA=-2.02. (8) Drug 1: C1C(C(OC1N2C=C(C(=O)NC2=O)F)CO)O. Drug 2: C1CCC(C(C1)N)N.C(=O)(C(=O)[O-])[O-].[Pt+4]. Cell line: NCIH23. Synergy scores: CSS=15.3, Synergy_ZIP=-5.67, Synergy_Bliss=0.405, Synergy_Loewe=-34.6, Synergy_HSA=0.224.